From a dataset of Catalyst prediction with 721,799 reactions and 888 catalyst types from USPTO. Predict which catalyst facilitates the given reaction. (1) Reactant: [Na].[CH2:2]([N:9]1[CH2:15][CH2:14][CH2:13][NH:12]/[C:11](=[C:16]2/[C:17]([CH2:29][C:30]([O:32]C)=O)=[N:18][N:19]([C:22]3[CH:27]=[CH:26][CH:25]=[CH:24][C:23]=3[Cl:28])[C:20]/2=[O:21])/[CH2:10]1)[C:3]1[CH:8]=[CH:7][CH:6]=[CH:5][CH:4]=1.Cl. Product: [CH2:2]([N:9]1[CH2:15][CH2:14][CH2:13][N:12]2[C:30](=[O:32])[CH:29]=[C:17]3[NH:18][N:19]([C:22]4[CH:27]=[CH:26][CH:25]=[CH:24][C:23]=4[Cl:28])[C:20](=[O:21])[C:16]3=[C:11]2[CH2:10]1)[C:3]1[CH:4]=[CH:5][CH:6]=[CH:7][CH:8]=1. The catalyst class is: 24. (2) Reactant: [F:1][C:2]1[CH:15]=[CH:14][C:5]([C:6]([CH:8]2[CH2:13][CH2:12][NH:11][CH2:10][CH2:9]2)=[O:7])=[CH:4][CH:3]=1.[C:16]([O:20][C:21](=[O:32])[NH:22][C@H:23]1[CH2:28][CH2:27][C@H:26]([CH2:29][CH:30]=O)[CH2:25][CH2:24]1)([CH3:19])([CH3:18])[CH3:17].C(O[BH-](OC(=O)C)OC(=O)C)(=O)C.[Na+]. Product: [C:16]([O:20][C:21](=[O:32])[NH:22][C@H:23]1[CH2:24][CH2:25][C@H:26]([CH2:29][CH2:30][N:11]2[CH2:12][CH2:13][CH:8]([C:6](=[O:7])[C:5]3[CH:4]=[CH:3][C:2]([F:1])=[CH:15][CH:14]=3)[CH2:9][CH2:10]2)[CH2:27][CH2:28]1)([CH3:19])([CH3:18])[CH3:17]. The catalyst class is: 26. (3) Reactant: [CH3:1][O:2][C:3]1[CH:4]=[C:5]2[C:10](=[CH:11][C:12]=1[O:13][CH2:14][CH:15]1[CH2:20][CH2:19][NH:18][CH2:17][CH2:16]1)[N:9]=[CH:8][N:7]=[C:6]2[O:21][C:22]1[CH:23]=[C:24]2[C:28](=[CH:29][CH:30]=1)[NH:27][C:26]([CH3:31])=[CH:25]2.[I-].[K+].Cl.Cl[CH2:36][CH2:37][N:38]1[CH2:43][CH2:42][O:41][CH2:40][CH2:39]1.C(=O)([O-])O.[Na+]. Product: [CH3:1][O:2][C:3]1[CH:4]=[C:5]2[C:10](=[CH:11][C:12]=1[O:13][CH2:14][CH:15]1[CH2:20][CH2:19][N:18]([CH2:36][CH2:37][N:38]3[CH2:43][CH2:42][O:41][CH2:40][CH2:39]3)[CH2:17][CH2:16]1)[N:9]=[CH:8][N:7]=[C:6]2[O:21][C:22]1[CH:23]=[C:24]2[C:28](=[CH:29][CH:30]=1)[NH:27][C:26]([CH3:31])=[CH:25]2. The catalyst class is: 5. (4) Reactant: [OH:1][C:2]1[CH:3]=[C:4]([C:12](OC)=[O:13])[CH:5]=[C:6]([CH:11]=1)[C:7](OC)=[O:8].[H-].[Al+3].[Li+].[H-].[H-].[H-].[Cl-].[NH4+]. Product: [OH:1][C:2]1[CH:3]=[C:4]([CH2:12][OH:13])[CH:5]=[C:6]([CH2:7][OH:8])[CH:11]=1. The catalyst class is: 7. (5) Reactant: [CH2:1]([O:8][C:9]1[CH:10]=[C:11]([CH:35]=[CH:36][CH:37]=1)[CH2:12][O:13][C:14]1[C:19]2[CH:20]=[C:21]([C:23]3[N:24]=[C:25]4[N:29]([CH:30]=3)[N:28]=[C:27](Br)[S:26]4)[O:22][C:18]=2[C:17]([Cl:32])=[C:16]([O:33][CH3:34])[CH:15]=1)[C:2]1[CH:7]=[CH:6][CH:5]=[CH:4][CH:3]=1.C[O-].[Na+].[C:41](O)(C(F)(F)F)=[O:42]. Product: [CH2:1]([O:8][C:9]1[CH:10]=[C:11]([CH:35]=[CH:36][CH:37]=1)[CH2:12][O:13][C:14]1[C:19]2[CH:20]=[C:21]([C:23]3[N:24]=[C:25]4[N:29]([CH:30]=3)[N:28]=[C:27]([O:42][CH3:41])[S:26]4)[O:22][C:18]=2[C:17]([Cl:32])=[C:16]([O:33][CH3:34])[CH:15]=1)[C:2]1[CH:7]=[CH:6][CH:5]=[CH:4][CH:3]=1. The catalyst class is: 61.